From a dataset of Catalyst prediction with 721,799 reactions and 888 catalyst types from USPTO. Predict which catalyst facilitates the given reaction. (1) Reactant: C([O:4][CH2:5][C@@H:6]1[C@@H:11]([O:12]C(=O)C)[C@H:10]([O:16][C@@H:17]2[C@@H:22]([O:23]C(=O)C)[C@@H:21]([O:27]C(=O)C)[C@H:20]([O:31]C(=O)C)[C@@H:19]([CH2:35][O:36]C(=O)C)[O:18]2)[C@H:9]([OH:40])[C@@H:8]([C:41]2[CH:46]=[CH:45][CH:44]=[C:43]([OH:47])[CH:42]=2)[O:7]1)(=O)C.CO[Na]. Product: [OH:12][C@H:11]1[C@H:10]([O:16][C@@H:17]2[C@@H:22]([OH:23])[C@@H:21]([OH:27])[C@H:20]([OH:31])[C@@H:19]([CH2:35][OH:36])[O:18]2)[C@H:9]([OH:40])[C@@H:8]([C:41]2[CH:46]=[CH:45][CH:44]=[C:43]([OH:47])[CH:42]=2)[O:7][C@@H:6]1[CH2:5][OH:4]. The catalyst class is: 5. (2) Reactant: [CH3:1][C:2]1[CH:7]=[CH:6][N:5]=[C:4]2[CH2:8][C:9]3[CH:10]=[CH:11][CH:12]=[CH:13][C:14]=3[C:3]=12.[CH2:15]([Br:22])[C:16]1[CH:21]=[CH:20][CH:19]=[CH:18][CH:17]=1. Product: [Br-:22].[CH2:15]([N+:5]1[CH:6]=[CH:7][C:2]([CH3:1])=[C:3]2[C:14]3[CH:13]=[CH:12][CH:11]=[CH:10][C:9]=3[CH2:8][C:4]=12)[C:16]1[CH:21]=[CH:20][CH:19]=[CH:18][CH:17]=1. The catalyst class is: 21. (3) Reactant: [CH:1](=O)[C:2]1[CH:7]=[CH:6][CH:5]=[CH:4][CH:3]=1.[C:9](#[N:13])[CH2:10][C:11]#[N:12].C(N(CC)CC)C.[CH3:21][O:22][C:23]1[CH:24]=[C:25]([C:31]2[CH2:35][C:34](=[O:36])[N:33]([CH3:37])[N:32]=2)[CH:26]=[CH:27][C:28]=1[O:29][CH3:30]. Product: [NH2:12][C:11]1[O:36][C:34]2[N:33]([CH3:37])[N:32]=[C:31]([C:25]3[CH:26]=[CH:27][C:28]([O:29][CH3:30])=[C:23]([O:22][CH3:21])[CH:24]=3)[C:35]=2[CH:1]([C:2]2[CH:7]=[CH:6][CH:5]=[CH:4][CH:3]=2)[C:10]=1[C:9]#[N:13]. The catalyst class is: 8.